This data is from Forward reaction prediction with 1.9M reactions from USPTO patents (1976-2016). The task is: Predict the product of the given reaction. (1) Given the reactants [Br:1][C:2]1[CH:3]=[C:4]([S:12]([N:15]([CH3:17])[CH3:16])(=[O:14])=[O:13])[CH:5]=[C:6]([N+:9]([O-])=O)[C:7]=1[OH:8], predict the reaction product. The product is: [NH2:9][C:6]1[CH:5]=[C:4]([S:12]([N:15]([CH3:17])[CH3:16])(=[O:13])=[O:14])[CH:3]=[C:2]([Br:1])[C:7]=1[OH:8]. (2) Given the reactants Cl.Cl.[CH2:3]([O:5][C:6]1[CH:7]=[C:8]2[C:13](=[C:14]3[CH2:18][C:17]([CH3:20])([CH3:19])[O:16][C:15]=13)[C:12]([C:21]1[CH:22]=[C:23]([NH:27][C:28]([CH:30]3[CH2:35][CH2:34][CH2:33][NH:32][CH2:31]3)=[O:29])[CH:24]=[CH:25][CH:26]=1)=[N:11][C:10]([CH3:37])([CH3:36])[CH2:9]2)[CH3:4].[OH-].[Na+].[C:40](OC(=O)C)(=[O:42])[CH3:41].O, predict the reaction product. The product is: [C:40]([N:32]1[CH2:33][CH2:34][CH2:35][CH:30]([C:28]([NH:27][C:23]2[CH:24]=[CH:25][CH:26]=[C:21]([C:12]3[C:13]4[C:8](=[CH:7][C:6]([O:5][CH2:3][CH3:4])=[C:15]5[O:16][C:17]([CH3:20])([CH3:19])[CH2:18][C:14]5=4)[CH2:9][C:10]([CH3:36])([CH3:37])[N:11]=3)[CH:22]=2)=[O:29])[CH2:31]1)(=[O:42])[CH3:41]. (3) Given the reactants [CH3:1][O:2][C:3](=[O:21])/[CH:4]=[CH:5]/[C:6]1[CH:11]=[CH:10][C:9]([CH:12]2[CH2:16][CH2:15][CH2:14][N:13]2[CH2:17][CH2:18][C:19]#[N:20])=[CH:8][CH:7]=1.[N:22]([Sn](C)(C)C)=[N+:23]=[N-:24], predict the reaction product. The product is: [CH3:1][O:2][C:3](=[O:21])/[CH:4]=[CH:5]/[C:6]1[CH:11]=[CH:10][C:9]([CH:12]2[CH2:16][CH2:15][CH2:14][N:13]2[CH2:17][CH2:18][C:19]2[NH:24][N:23]=[N:22][N:20]=2)=[CH:8][CH:7]=1. (4) Given the reactants [CH3:1][CH:2]([C:16]([OH:18])=[O:17])[C:3]1[CH:4]=[CH:5][C:6]([C:10]2[CH:11]=[CH:12][CH:13]=[CH:14][CH:15]=2)=[C:7]([F:9])[CH:8]=1.[NH:19]1[CH:23]=[CH:22][N:21]=[CH:20]1.[CH:24]1[N:28]([CH2:29][O:30][CH2:31][CH2:32][OH:33])[C:27]2[N:34]=[C:35]([NH2:39])[N:36]=[C:37]([OH:38])[C:26]=2[N:25]=1, predict the reaction product. The product is: [CH:24]1[N:28]([CH2:29][O:30][CH2:31][CH2:32][OH:33])[C:27]2[N:34]=[C:35]([NH2:39])[N:36]=[C:37]([OH:38])[C:26]=2[N:25]=1.[NH:19]1[CH:23]=[CH:22][N:21]=[CH:20]1.[CH3:1][CH:2]([C:16]([OH:18])=[O:17])[C:3]1[CH:4]=[CH:5][C:6]([C:10]2[CH:15]=[CH:14][CH:13]=[CH:12][CH:11]=2)=[C:7]([F:9])[CH:8]=1. (5) Given the reactants Cl[C:2]1[C:11]2[C:6](=[CH:7][CH:8]=[CH:9][CH:10]=2)[CH:5]=[C:4]([Cl:12])[N:3]=1.[Cl-].[CH3:14][Zn+], predict the reaction product. The product is: [Cl:12][C:4]1[N:3]=[C:2]([CH3:14])[C:11]2[C:6]([CH:5]=1)=[CH:7][CH:8]=[CH:9][CH:10]=2.